This data is from Peptide-MHC class I binding affinity with 185,985 pairs from IEDB/IMGT. The task is: Regression. Given a peptide amino acid sequence and an MHC pseudo amino acid sequence, predict their binding affinity value. This is MHC class I binding data. (1) The peptide sequence is TLPDVKSFVL. The MHC is HLA-A02:01 with pseudo-sequence HLA-A02:01. The binding affinity (normalized) is 0.279. (2) The peptide sequence is DHLGLDDQE. The MHC is HLA-A24:02 with pseudo-sequence HLA-A24:02. The binding affinity (normalized) is 0. (3) The peptide sequence is SLREWLLRI. The MHC is HLA-A02:02 with pseudo-sequence HLA-A02:02. The binding affinity (normalized) is 0.324. (4) The peptide sequence is AMLNGLIYV. The MHC is HLA-C15:02 with pseudo-sequence HLA-C15:02. The binding affinity (normalized) is 0.200. (5) The peptide sequence is WPNNCGWKI. The MHC is HLA-B07:02 with pseudo-sequence HLA-B07:02. The binding affinity (normalized) is 0.394. (6) The MHC is HLA-A02:12 with pseudo-sequence HLA-A02:12. The binding affinity (normalized) is 0.0847. The peptide sequence is FPLWNTEKI.